This data is from Full USPTO retrosynthesis dataset with 1.9M reactions from patents (1976-2016). The task is: Predict the reactants needed to synthesize the given product. (1) Given the product [CH3:32][N:33]([CH2:34][C:35]1[S:40][CH:39]=[CH:43][CH:42]=1)[C:19](=[O:20])[CH2:18][C:15]1[CH:14]=[CH:13][C:12]([N:5]2[C:6]3[CH2:7][CH2:8][CH2:9][CH2:10][C:11]=3[C:3]([C:2]([F:22])([F:1])[F:23])=[N:4]2)=[CH:17][CH:16]=1, predict the reactants needed to synthesize it. The reactants are: [F:1][C:2]([F:23])([F:22])[C:3]1[C:11]2[CH2:10][CH2:9][CH2:8][CH2:7][C:6]=2[N:5]([C:12]2[CH:17]=[CH:16][C:15]([CH2:18][C:19](O)=[O:20])=[CH:14][CH:13]=2)[N:4]=1.C(N1[CH:35]=[CH:34][N:33]=[CH:32]1)([N:33]1[CH:34]=[CH:35]N=[CH:32]1)=O.CN([C:39]1[S:40]C=[CH:42][CH:43]=1)C. (2) Given the product [CH:33]1([N:28]2[C:29]3[C@@:24]([CH3:37])([C@H:23]4[CH2:22][CH2:21][C@@:20]5([CH3:38])[C@@H:19]([CH2:18][CH:17]=[C:16]5[C:4]5[CH:5]=[CH:6][N:1]=[CH:2][CH:3]=5)[C@@H:32]4[CH2:31][CH:30]=3)[CH2:25][CH2:26][C:27]2=[O:36])[CH2:35][CH2:34]1, predict the reactants needed to synthesize it. The reactants are: [N:1]1[CH:6]=[CH:5][C:4](B(O)O)=[CH:3][CH:2]=1.FC(F)(F)S(O[C:16]1[C@@:20]2([CH3:38])[CH2:21][CH2:22][C@H:23]3[C@H:32]([C@@H:19]2[CH2:18][CH:17]=1)[CH2:31][CH:30]=[C:29]1[C@:24]3([CH3:37])[CH2:25][CH2:26][C:27](=[O:36])[N:28]1[CH:33]1[CH2:35][CH2:34]1)(=O)=O.